This data is from Catalyst prediction with 721,799 reactions and 888 catalyst types from USPTO. The task is: Predict which catalyst facilitates the given reaction. (1) Reactant: [NH2:1][C:2]1[CH:7]=[CH:6][CH:5]=[CH:4][C:3]=1[NH:8][C:9]([C:11]1[S:12][C:13]2[CH2:14][N:15]([C:20](SC)=[N:21][C:22]3[CH:27]=[CH:26][CH:25]=[CH:24][CH:23]=3)[CH2:16][CH2:17][C:18]=2[N:19]=1)=[O:10].[N:30]#[C:31][NH2:32]. Product: [NH2:1][C:2]1[CH:7]=[CH:6][CH:5]=[CH:4][C:3]=1[NH:8][C:9]([C:11]1[S:12][C:13]2[CH2:14][N:15]([C:20]([NH:21][C:22]3[CH:23]=[CH:24][CH:25]=[CH:26][CH:27]=3)=[N:32][C:31]#[N:30])[CH2:16][CH2:17][C:18]=2[N:19]=1)=[O:10]. The catalyst class is: 1. (2) Reactant: C([O:3][C:4]([C:6]1[C:7]([CH:19]([F:21])[F:20])=[N:8][N:9]([C:15]([CH3:18])([CH3:17])[CH3:16])[C:10]=1[C:11]([F:14])([F:13])[F:12])=[O:5])C.[OH-].[Na+]. Product: [C:15]([N:9]1[C:10]([C:11]([F:14])([F:13])[F:12])=[C:6]([C:4]([OH:5])=[O:3])[C:7]([CH:19]([F:21])[F:20])=[N:8]1)([CH3:18])([CH3:16])[CH3:17]. The catalyst class is: 8.